Dataset: CYP2C9 inhibition data for predicting drug metabolism from PubChem BioAssay. Task: Regression/Classification. Given a drug SMILES string, predict its absorption, distribution, metabolism, or excretion properties. Task type varies by dataset: regression for continuous measurements (e.g., permeability, clearance, half-life) or binary classification for categorical outcomes (e.g., BBB penetration, CYP inhibition). Dataset: cyp2c9_veith. The drug is CCOc1c(OC(C)=O)ccc(/C=C2\N=C(SCC)SC2=O)c1[N+](=O)[O-]. The result is 1 (inhibitor).